Task: Predict the reactants needed to synthesize the given product.. Dataset: Full USPTO retrosynthesis dataset with 1.9M reactions from patents (1976-2016) Given the product [CH3:1][N:2]([CH2:13][C:14]1[NH:18][C:17]2[CH:19]=[CH:20][CH:21]=[C:22]([C:23]([NH:37][CH2:36][CH2:35][CH2:32][N:27]3[CH2:28][CH2:29][CH2:30][CH2:31]3)=[O:25])[C:16]=2[N:15]=1)[CH:3]1[C:12]2[N:11]=[CH:10][CH:9]=[CH:8][C:7]=2[CH2:6][CH2:5][CH2:4]1, predict the reactants needed to synthesize it. The reactants are: [CH3:1][N:2]([CH2:13][C:14]1[NH:18][C:17]2[CH:19]=[CH:20][CH:21]=[C:22]([C:23]([O:25]C)=O)[C:16]=2[N:15]=1)[CH:3]1[C:12]2[N:11]=[CH:10][CH:9]=[CH:8][C:7]=2[CH2:6][CH2:5][CH2:4]1.[N:27]1([CH:32]([CH3:35])CN)[CH2:31][CH2:30][CH2:29][CH2:28]1.[CH3:36][N:37](C)C=O.